From a dataset of NCI-60 drug combinations with 297,098 pairs across 59 cell lines. Regression. Given two drug SMILES strings and cell line genomic features, predict the synergy score measuring deviation from expected non-interaction effect. (1) Drug 1: C1=NC2=C(N1)C(=S)N=C(N2)N. Drug 2: C1CCC(C(C1)N)N.C(=O)(C(=O)[O-])[O-].[Pt+4]. Cell line: IGROV1. Synergy scores: CSS=22.5, Synergy_ZIP=-2.78, Synergy_Bliss=-2.08, Synergy_Loewe=-2.56, Synergy_HSA=0.0858. (2) Drug 1: C1CCC(C1)C(CC#N)N2C=C(C=N2)C3=C4C=CNC4=NC=N3. Drug 2: C1=NC2=C(N1)C(=S)N=CN2. Cell line: SF-268. Synergy scores: CSS=-9.12, Synergy_ZIP=-9.32, Synergy_Bliss=-25.7, Synergy_Loewe=-56.4, Synergy_HSA=-29.2. (3) Drug 1: COC1=NC(=NC2=C1N=CN2C3C(C(C(O3)CO)O)O)N. Drug 2: CC1=C2C(C(=O)C3(C(CC4C(C3C(C(C2(C)C)(CC1OC(=O)C(C(C5=CC=CC=C5)NC(=O)OC(C)(C)C)O)O)OC(=O)C6=CC=CC=C6)(CO4)OC(=O)C)O)C)O. Cell line: ACHN. Synergy scores: CSS=-1.23, Synergy_ZIP=-0.541, Synergy_Bliss=0.609, Synergy_Loewe=-5.30, Synergy_HSA=-1.96. (4) Drug 1: C1=NC2=C(N1)C(=S)N=C(N2)N. Drug 2: CN1C(=O)N2C=NC(=C2N=N1)C(=O)N. Cell line: HCT-15. Synergy scores: CSS=34.9, Synergy_ZIP=1.57, Synergy_Bliss=1.69, Synergy_Loewe=-32.6, Synergy_HSA=0.127. (5) Drug 1: CCCCCOC(=O)NC1=NC(=O)N(C=C1F)C2C(C(C(O2)C)O)O. Drug 2: CC=C1C(=O)NC(C(=O)OC2CC(=O)NC(C(=O)NC(CSSCCC=C2)C(=O)N1)C(C)C)C(C)C. Cell line: HL-60(TB). Synergy scores: CSS=26.1, Synergy_ZIP=-0.302, Synergy_Bliss=-0.734, Synergy_Loewe=-45.2, Synergy_HSA=-2.30. (6) Drug 1: COC1=CC(=CC(=C1O)OC)C2C3C(COC3=O)C(C4=CC5=C(C=C24)OCO5)OC6C(C(C7C(O6)COC(O7)C8=CC=CS8)O)O. Drug 2: CC1=C2C(C(=O)C3(C(CC4C(C3C(C(C2(C)C)(CC1OC(=O)C(C(C5=CC=CC=C5)NC(=O)C6=CC=CC=C6)O)O)OC(=O)C7=CC=CC=C7)(CO4)OC(=O)C)O)C)OC(=O)C. Cell line: MALME-3M. Synergy scores: CSS=36.8, Synergy_ZIP=-3.34, Synergy_Bliss=-0.559, Synergy_Loewe=-0.185, Synergy_HSA=2.39. (7) Drug 1: C1CNP(=O)(OC1)N(CCCl)CCCl. Drug 2: COCCOC1=C(C=C2C(=C1)C(=NC=N2)NC3=CC=CC(=C3)C#C)OCCOC.Cl. Cell line: SF-539. Synergy scores: CSS=-15.8, Synergy_ZIP=10.7, Synergy_Bliss=4.57, Synergy_Loewe=-21.8, Synergy_HSA=-23.3.